Dataset: Catalyst prediction with 721,799 reactions and 888 catalyst types from USPTO. Task: Predict which catalyst facilitates the given reaction. (1) Reactant: [Si:1]([O:18][CH2:19][CH2:20][C:21]1([C:43]2[CH:48]=[CH:47][CH:46]=[CH:45][CH:44]=2)[N:25]([C:26]2[S:27][C:28]3[CH2:29][NH:30][CH2:31][CH2:32][C:33]=3[N:34]=2)[N:24]=[C:23]([C:35]2[CH:40]=[C:39]([F:41])[CH:38]=[CH:37][C:36]=2[F:42])[S:22]1)([C:14]([CH3:17])([CH3:16])[CH3:15])([C:8]1[CH:13]=[CH:12][CH:11]=[CH:10][CH:9]=1)[C:2]1[CH:7]=[CH:6][CH:5]=[CH:4][CH:3]=1.C=O.[C:51](O[BH-](OC(=O)C)OC(=O)C)(=O)C.[Na+].C([O-])([O-])=O.[Na+].[Na+]. Product: [Si:1]([O:18][CH2:19][CH2:20][C:21]1([C:43]2[CH:44]=[CH:45][CH:46]=[CH:47][CH:48]=2)[N:25]([C:26]2[S:27][C:28]3[CH2:29][N:30]([CH3:51])[CH2:31][CH2:32][C:33]=3[N:34]=2)[N:24]=[C:23]([C:35]2[CH:40]=[C:39]([F:41])[CH:38]=[CH:37][C:36]=2[F:42])[S:22]1)([C:14]([CH3:16])([CH3:15])[CH3:17])([C:8]1[CH:13]=[CH:12][CH:11]=[CH:10][CH:9]=1)[C:2]1[CH:7]=[CH:6][CH:5]=[CH:4][CH:3]=1. The catalyst class is: 26. (2) Reactant: [CH3:1][C:2]1[CH2:6][C:5](=[O:7])[N:4]([C:8]2[CH:16]=[CH:15][C:11]([C:12]([OH:14])=O)=[CH:10][CH:9]=2)[N:3]=1.CN(C(ON1N=NC2C=CC=NC1=2)=[N+](C)C)C.F[P-](F)(F)(F)(F)F.C[O:42][C:43](=[O:56])[C@H:44]([OH:55])[C@H:45]([NH2:54])[CH2:46][C:47]1[CH:52]=[CH:51][CH:50]=[CH:49][C:48]=1[Cl:53].CCN(C(C)C)C(C)C.[OH-].[Na+]. Product: [Cl:53][C:48]1[CH:49]=[CH:50][CH:51]=[CH:52][C:47]=1[CH2:46][C@@H:45]([NH:54][C:12](=[O:14])[C:11]1[CH:10]=[CH:9][C:8]([N:4]2[C:5](=[O:7])[CH2:6][C:2]([CH3:1])=[N:3]2)=[CH:16][CH:15]=1)[C@@H:44]([OH:55])[C:43]([OH:56])=[O:42]. The catalyst class is: 198. (3) The catalyst class is: 8. Product: [NH2:4][C:5]1[N:10]=[CH:9][N:8]=[C:7]2[N:11]([CH:15]([C:17]3[C:18]([O:33][CH3:34])=[C:19]([C:25]4[CH:30]=[CH:29][N:28]=[C:27]([C:31]([OH:3])=[O:1])[CH:26]=4)[C:20]([CH3:24])=[C:21]([Cl:23])[CH:22]=3)[CH3:16])[N:12]=[C:13]([CH3:14])[C:6]=12. Reactant: [OH-:1].[Na+].[OH2:3].[NH2:4][C:5]1[N:10]=[CH:9][N:8]=[C:7]2[N:11]([CH:15]([C:17]3[C:18]([O:33][CH3:34])=[C:19]([C:25]4[CH:30]=[CH:29][N:28]=[C:27]([C:31]#N)[CH:26]=4)[C:20]([CH3:24])=[C:21]([Cl:23])[CH:22]=3)[CH3:16])[N:12]=[C:13]([CH3:14])[C:6]=12.Cl. (4) Reactant: [Cl:1][C:2]1[N:10]=[CH:9][CH:8]=[CH:7][C:3]=1[C:4](O)=[O:5].C(N(CC)C(C)C)(C)C.Cl.[CH3:21][NH:22][O:23][CH3:24].F[P-](F)(F)(F)(F)F.N1(O[P+](N(C)C)(N(C)C)N(C)C)C2C=CC=CC=2N=N1. The catalyst class is: 9. Product: [Cl:1][C:2]1[N:10]=[CH:9][CH:8]=[CH:7][C:3]=1[C:4]([N:22]([O:23][CH3:24])[CH3:21])=[O:5]. (5) Reactant: [F:1][C@@H:2]1[C@@H:7]2[O:8][CH:9]([C:12]3[CH:17]=[CH:16][CH:15]=[CH:14][CH:13]=3)[O:10][CH2:11][C@H:6]2[O:5][CH2:4][C@@H:3]1[OH:18].CCN(C(C)C)C(C)C.[F:28][C:29]([F:42])([F:41])[S:30](O[S:30]([C:29]([F:42])([F:41])[F:28])(=[O:32])=[O:31])(=[O:32])=[O:31]. Product: [F:1][C@@H:2]1[C@@H:7]2[O:8][CH:9]([C:12]3[CH:17]=[CH:16][CH:15]=[CH:14][CH:13]=3)[O:10][CH2:11][C@H:6]2[O:5][CH2:4][C@@H:3]1[O:18][S:30]([C:29]([F:42])([F:41])[F:28])(=[O:32])=[O:31]. The catalyst class is: 2.